This data is from Full USPTO retrosynthesis dataset with 1.9M reactions from patents (1976-2016). The task is: Predict the reactants needed to synthesize the given product. (1) Given the product [CH3:23][C:18]1[C:17]([C:15]2[CH:16]=[C:4]([C:1]([NH2:2])=[O:3])[C:5]3[C:6]4[C:11](=[CH:10][C:9]([C:40]([OH:39])([CH3:41])[CH3:35])=[CH:8][CH:7]=4)[N:12]([CH2:24][CH:25]4[CH2:43][CH2:44][O:45][CH2:46][CH2:42]4)[C:13]=3[CH:14]=2)=[C:21]([CH3:22])[O:20][N:19]=1, predict the reactants needed to synthesize it. The reactants are: [C:1]([C:4]1[CH:16]=[C:15]([C:17]2[C:18]([CH3:23])=[N:19][O:20][C:21]=2[CH3:22])[CH:14]=[C:13]2[C:5]=1[C:6]1[CH:7]=[CH:8][C:9](C(OC)=O)=[CH:10][C:11]=1[N:12]2[CH2:24][CH:25]1CCOCC1)(=[O:3])[NH2:2].[CH3:35][Li].CC[O:39][CH2:40][CH3:41].[CH2:42]1[CH2:46][O:45][CH2:44][CH2:43]1. (2) Given the product [F:46][C:2]([F:1])([F:47])[C:3]1[CH:4]=[C:5]([CH:43]=[CH:44][CH:45]=1)[CH2:6][NH:7][C:8]([C:10]1[CH:15]=[CH:14][N:13]=[C:12]([C:16]2[CH:21]=[C:20]([F:22])[CH:19]=[CH:18][C:17]=2[NH:23][C:24]([C:26]2[CH:27]=[C:28]([CH:40]=[CH:41][CH:42]=2)[CH2:29][S:30][CH2:31][CH2:32][C:33]([OH:35])=[O:34])=[O:25])[CH:11]=1)=[O:9], predict the reactants needed to synthesize it. The reactants are: [F:1][C:2]([F:47])([F:46])[C:3]1[CH:4]=[C:5]([CH:43]=[CH:44][CH:45]=1)[CH2:6][NH:7][C:8]([C:10]1[CH:15]=[CH:14][N:13]=[C:12]([C:16]2[CH:21]=[C:20]([F:22])[CH:19]=[CH:18][C:17]=2[NH:23][C:24]([C:26]2[CH:27]=[C:28]([CH:40]=[CH:41][CH:42]=2)[CH2:29][S:30][CH2:31][CH2:32][C:33]([O:35]C(C)(C)C)=[O:34])=[O:25])[CH:11]=1)=[O:9].FC(F)(F)C(O)=O. (3) Given the product [Cl:1][C:2]1[C:3]([C:14]2[C:22]3[C:17](=[CH:18][CH:19]=[CH:20][CH:21]=3)[N:16]([S:23]([C:26]3[CH:31]=[CH:30][CH:29]=[CH:28][CH:27]=3)(=[O:25])=[O:24])[CH:15]=2)=[N:4][C:5]([NH:8][C@H:9]2[CH2:13][CH2:12][N:11]([C:51]([C:50]3[CH:49]=[CH:48][C:47]([NH:46][C:44](=[O:45])[O:43][C:39]([CH3:41])([CH3:40])[CH3:42])=[CH:55][CH:54]=3)=[O:52])[CH2:10]2)=[N:6][CH:7]=1, predict the reactants needed to synthesize it. The reactants are: [Cl:1][C:2]1[C:3]([C:14]2[C:22]3[C:17](=[CH:18][CH:19]=[CH:20][CH:21]=3)[N:16]([S:23]([C:26]3[CH:31]=[CH:30][CH:29]=[CH:28][CH:27]=3)(=[O:25])=[O:24])[CH:15]=2)=[N:4][C:5]([NH:8][C@H:9]2[CH2:13][CH2:12][NH:11][CH2:10]2)=[N:6][CH:7]=1.C(O)(C(F)(F)F)=O.[C:39]([O:43][C:44]([NH:46][C:47]1[CH:55]=[CH:54][C:50]([C:51](O)=[O:52])=[CH:49][CH:48]=1)=[O:45])([CH3:42])([CH3:41])[CH3:40].CN(C(ON1N=NC2C=CC=CC1=2)=[N+](C)C)C.F[P-](F)(F)(F)(F)F.C(N(C(C)C)CC)(C)C. (4) Given the product [C:13]([O:12][C:8]([N:9]([C:2]1[CH:3]=[N:4][CH:5]=[CH:6][CH:7]=1)[NH2:10])=[O:11])([CH3:16])([CH3:15])[CH3:14], predict the reactants needed to synthesize it. The reactants are: I[C:2]1[CH:3]=[N:4][CH:5]=[CH:6][CH:7]=1.[C:8]([O:12][C:13]([CH3:16])([CH3:15])[CH3:14])(=[O:11])[NH:9][NH2:10].C(=O)([O-])[O-].[Cs+].[Cs+].N1C2C(=CC=C3C=2N=CC=C3)C=CC=1.